Dataset: Peptide-MHC class I binding affinity with 185,985 pairs from IEDB/IMGT. Task: Regression. Given a peptide amino acid sequence and an MHC pseudo amino acid sequence, predict their binding affinity value. This is MHC class I binding data. (1) The peptide sequence is CTDESRDRK. The MHC is HLA-A68:01 with pseudo-sequence HLA-A68:01. The binding affinity (normalized) is 0.526. (2) The peptide sequence is NVVSSSTIA. The MHC is HLA-A02:01 with pseudo-sequence HLA-A02:01. The binding affinity (normalized) is 0.411. (3) The peptide sequence is RTLKSRVY. The MHC is Mamu-A02 with pseudo-sequence Mamu-A02. The binding affinity (normalized) is 0.877. (4) The peptide sequence is FSFKKCLVY. The MHC is HLA-A33:01 with pseudo-sequence HLA-A33:01. The binding affinity (normalized) is 0.267. (5) The peptide sequence is KRRWRRRWQQ. The MHC is Mamu-B03 with pseudo-sequence Mamu-B03. The binding affinity (normalized) is 0.573. (6) The peptide sequence is YQAVVPLVY. The MHC is HLA-B38:01 with pseudo-sequence HLA-B38:01. The binding affinity (normalized) is 0.0616. (7) The peptide sequence is KDFKCFNLI. The MHC is HLA-A30:02 with pseudo-sequence HLA-A30:02. The binding affinity (normalized) is 0.0367. (8) The peptide sequence is IYVLVMLVL. The MHC is HLA-A30:02 with pseudo-sequence HLA-A30:02. The binding affinity (normalized) is 0.0658. (9) The peptide sequence is AYRLIVFPDL. The MHC is H-2-Kd with pseudo-sequence H-2-Kd. The binding affinity (normalized) is 0. (10) The peptide sequence is SYMLQGLRK. The MHC is HLA-B51:01 with pseudo-sequence HLA-B51:01. The binding affinity (normalized) is 0.0847.